From a dataset of Full USPTO retrosynthesis dataset with 1.9M reactions from patents (1976-2016). Predict the reactants needed to synthesize the given product. (1) Given the product [CH3:1][N:2]([CH2:4][C:5]1[CH:10]=[CH:9][CH:8]=[CH:7][C:6]=1[N:11]1[CH2:12][CH2:13][N:14]([C:17](=[O:47])[C@H:18]([NH:27][C:28]([C@@H:30]2[CH2:39][C:38]3[C:33](=[CH:34][CH:35]=[CH:36][CH:37]=3)[CH2:32][NH:31]2)=[O:29])[CH2:19][C:20]2[CH:25]=[CH:24][C:23]([Cl:26])=[CH:22][CH:21]=2)[CH2:15][CH2:16]1)[CH3:3], predict the reactants needed to synthesize it. The reactants are: [CH3:1][N:2]([CH2:4][C:5]1[CH:10]=[CH:9][CH:8]=[CH:7][C:6]=1[N:11]1[CH2:16][CH2:15][N:14]([C:17](=[O:47])[C@H:18]([NH:27][C:28]([C@@H:30]2[CH2:39][C:38]3[C:33](=[CH:34][CH:35]=[CH:36][CH:37]=3)[CH2:32][N:31]2C(OC(C)(C)C)=O)=[O:29])[CH2:19][C:20]2[CH:25]=[CH:24][C:23]([Cl:26])=[CH:22][CH:21]=2)[CH2:13][CH2:12]1)[CH3:3].Cl. (2) Given the product [Cl:1][C:2]1[CH:7]=[C:6]([F:8])[CH:5]=[CH:4][C:3]=1[S:9]([NH:12][CH2:13][C@@H:14]([OH:33])[CH2:15][CH2:16][NH:17][C:18](=[O:32])[C@H:19]([CH2:28][CH:29]([CH3:30])[CH3:31])[NH2:20])(=[O:10])=[O:11], predict the reactants needed to synthesize it. The reactants are: [Cl:1][C:2]1[CH:7]=[C:6]([F:8])[CH:5]=[CH:4][C:3]=1[S:9]([NH:12][CH2:13][C@@H:14]([OH:33])[CH2:15][CH2:16][NH:17][C:18](=[O:32])[C@H:19]([CH2:28][CH:29]([CH3:31])[CH3:30])[NH:20]C(OC(C)(C)C)=O)(=[O:11])=[O:10].Cl. (3) Given the product [Si:1]([O:8][C@H:9]([CH2:18][O:19][Si:20]([C:23]([CH3:26])([CH3:25])[CH3:24])([CH3:21])[CH3:22])[C@@H:10]([NH:11][S@:12]([C:14]([CH3:15])([CH3:16])[CH3:17])=[O:13])[CH2:28][CH:27]1[CH2:30][CH2:34][O:35][CH2:29]1)([C:4]([CH3:7])([CH3:5])[CH3:6])([CH3:3])[CH3:2], predict the reactants needed to synthesize it. The reactants are: [Si:1]([O:8][C@H:9]([CH2:18][O:19][Si:20]([C:23]([CH3:26])([CH3:25])[CH3:24])([CH3:22])[CH3:21])/[CH:10]=[N:11]/[S@:12]([C:14]([CH3:17])([CH3:16])[CH3:15])=[O:13])([C:4]([CH3:7])([CH3:6])[CH3:5])([CH3:3])[CH3:2].[C:27]([Li])([CH3:30])([CH3:29])[CH3:28].C1C[O:35][CH2:34]C1. (4) Given the product [CH3:2][O:3][C:4](=[O:22])/[CH:5]=[CH:6]/[C:7]1[CH:8]=[C:9]2[C:18](=[CH:19][CH:20]=1)[O:17][C:12]1([CH2:16][CH2:15][N:14]([CH2:33][C:26]3[C:27]4[C:32](=[CH:31][CH:30]=[CH:29][CH:28]=4)[N:24]([CH3:23])[CH:25]=3)[CH2:13]1)[CH2:11][C:10]2=[O:21], predict the reactants needed to synthesize it. The reactants are: Cl.[CH3:2][O:3][C:4](=[O:22])/[CH:5]=[CH:6]/[C:7]1[CH:8]=[C:9]2[C:18](=[CH:19][CH:20]=1)[O:17][C:12]1([CH2:16][CH2:15][NH:14][CH2:13]1)[CH2:11][C:10]2=[O:21].[CH3:23][N:24]1[C:32]2[C:27](=[CH:28][CH:29]=[CH:30][CH:31]=2)[C:26]([CH:33]=O)=[CH:25]1.[BH-](OC(C)=O)(OC(C)=O)OC(C)=O.[Na+].